Dataset: Full USPTO retrosynthesis dataset with 1.9M reactions from patents (1976-2016). Task: Predict the reactants needed to synthesize the given product. (1) Given the product [CH3:1][C:2]1([CH3:12])[O:6][C:5](=[CH:7][C:8]([N:22]([CH2:21][CH2:20][C:17]2[CH:18]=[CH:19][C:14]([F:13])=[CH:15][CH:16]=2)[O:23][CH3:24])=[O:9])[C:4](=[O:11])[O:3]1, predict the reactants needed to synthesize it. The reactants are: [CH3:1][C:2]1([CH3:12])[O:6][C:5](=[CH:7][C:8](Cl)=[O:9])[C:4](=[O:11])[O:3]1.[F:13][C:14]1[CH:19]=[CH:18][C:17]([CH2:20][CH2:21][NH:22][O:23][CH3:24])=[CH:16][CH:15]=1. (2) Given the product [Si:14]([O:13][CH2:12][CH2:11][C:10]1[C:5]([CH:4]([NH:1][C:64](=[O:65])[O:63][C:60]([CH3:62])([CH3:61])[CH3:59])[C:22]2[CH:26]=[C:25]([CH:27]3[O:31][CH2:30][CH2:29][O:28]3)[S:24][C:23]=2[Cl:32])=[N:6][C:7]([Cl:21])=[CH:8][CH:9]=1)([C:17]([CH3:20])([CH3:19])[CH3:18])([CH3:16])[CH3:15], predict the reactants needed to synthesize it. The reactants are: [N:1]([CH:4]([C:22]1[CH:26]=[C:25]([CH:27]2[O:31][CH2:30][CH2:29][O:28]2)[S:24][C:23]=1[Cl:32])[C:5]1[C:10]([CH2:11][CH2:12][O:13][Si:14]([C:17]([CH3:20])([CH3:19])[CH3:18])([CH3:16])[CH3:15])=[CH:9][CH:8]=[C:7]([Cl:21])[N:6]=1)=[N+]=[N-].O.C1C=CC(P(C2C=CC=CC=2)C2C=CC=CC=2)=CC=1.C([O-])([O-])=O.[K+].[K+].[CH3:59][C:60]([O:63][C:64](O[C:64]([O:63][C:60]([CH3:62])([CH3:61])[CH3:59])=[O:65])=[O:65])([CH3:62])[CH3:61]. (3) Given the product [CH2:8]([NH:9][S:22]([C:25]1[CH:26]=[CH:27][C:28]([C:29]([O:31][CH3:32])=[O:30])=[CH:33][CH:34]=1)(=[O:24])=[O:23])[CH2:7][C:1]1[CH:6]=[CH:5][CH:4]=[CH:3][CH:2]=1, predict the reactants needed to synthesize it. The reactants are: [C:1]1([CH2:7][CH2:8][NH2:9])[CH:6]=[CH:5][CH:4]=[CH:3][CH:2]=1.ClC1C(N[S:22]([C:25]2[CH:34]=[CH:33][C:28]([C:29]([O:31][CH3:32])=[O:30])=[CH:27][CH:26]=2)(=[O:24])=[O:23])=NC=C(C(F)(F)F)C=1.CCN(CC)CC.Cl.